From a dataset of Full USPTO retrosynthesis dataset with 1.9M reactions from patents (1976-2016). Predict the reactants needed to synthesize the given product. The reactants are: [CH3:1][S:2]([C:4]1[CH:9]=[CH:8][C:7]([N+:10]([O-:12])=[O:11])=[CH:6][CH:5]=1)=[O:3].[N-:13]=[N+]=[N-].[Na+].S(=O)(=O)(O)O. Given the product [N+:10]([C:7]1[CH:6]=[CH:5][C:4]([S:2]([CH3:1])(=[NH:13])=[O:3])=[CH:9][CH:8]=1)([O-:12])=[O:11], predict the reactants needed to synthesize it.